Dataset: Peptide-MHC class II binding affinity with 134,281 pairs from IEDB. Task: Regression. Given a peptide amino acid sequence and an MHC pseudo amino acid sequence, predict their binding affinity value. This is MHC class II binding data. The peptide sequence is HLKRYYGRILHYLKA. The MHC is DRB1_0901 with pseudo-sequence DRB1_0901. The binding affinity (normalized) is 0.263.